Dataset: hERG Central: cardiac toxicity at 1µM, 10µM, and general inhibition. Task: Predict hERG channel inhibition at various concentrations. (1) The molecule is COc1cccc(C(=O)Nc2ccc3nc(N4CCOCC4)cc(C)c3c2)c1. Results: hERG_inhib (hERG inhibition (general)): blocker. (2) The molecule is FC(F)(F)c1cccc(Cc2noc(CN3CCC(N4CCCCC4)CC3)n2)c1. Results: hERG_inhib (hERG inhibition (general)): blocker.